From a dataset of Peptide-MHC class II binding affinity with 134,281 pairs from IEDB. Regression. Given a peptide amino acid sequence and an MHC pseudo amino acid sequence, predict their binding affinity value. This is MHC class II binding data. (1) The peptide sequence is TSAVGAPTGATTAAA. The MHC is HLA-DQA10102-DQB10602 with pseudo-sequence HLA-DQA10102-DQB10602. The binding affinity (normalized) is 0.548. (2) The peptide sequence is QKLIEDINASFRAAM. The MHC is DRB1_0701 with pseudo-sequence DRB1_0701. The binding affinity (normalized) is 0.365. (3) The peptide sequence is AAATAGTTRYGAFAA. The MHC is HLA-DQA10401-DQB10402 with pseudo-sequence HLA-DQA10401-DQB10402. The binding affinity (normalized) is 0.226. (4) The peptide sequence is LSFMDKGIPFMKMNI. The MHC is DRB3_0301 with pseudo-sequence DRB3_0301. The binding affinity (normalized) is 0.534.